This data is from Reaction yield outcomes from USPTO patents with 853,638 reactions. The task is: Predict the reaction yield, written as a fraction of the theoretical maximum amount of product (1.0 means a 100% yield; for example, 0.34 means a 34% yield). (1) The reactants are [F:1][C:2]([F:12])([F:11])[C:3]1[CH:10]=[CH:9][C:6]([CH2:7]Br)=[CH:5][CH:4]=1.[N-:13]=[N+:14]=[N-:15].[Na+]. The catalyst is CN(C)C=O.O. The product is [N:13]([CH2:7][C:6]1[CH:9]=[CH:10][C:3]([C:2]([F:12])([F:11])[F:1])=[CH:4][CH:5]=1)=[N+:14]=[N-:15]. The yield is 0.990. (2) The reactants are [NH2:1][C:2]1[CH:7]=[CH:6][C:5]([C:8]#[C:9][C:10]2[N:11]([CH2:23][CH3:24])[C:12]3[C:17]([C:18]=2[C:19]#[N:20])=[CH:16][CH:15]=[C:14]([O:21][CH3:22])[CH:13]=3)=[CH:4][CH:3]=1.C(N(CC)CC)C.[C:32](Cl)(=[O:34])[CH3:33]. The catalyst is C1COCC1. The product is [C:19]([C:18]1[C:17]2[C:12](=[CH:13][C:14]([O:21][CH3:22])=[CH:15][CH:16]=2)[N:11]([CH2:23][CH3:24])[C:10]=1[C:9]#[C:8][C:5]1[CH:6]=[CH:7][C:2]([NH:1][C:32](=[O:34])[CH3:33])=[CH:3][CH:4]=1)#[N:20]. The yield is 0.960. (3) The reactants are [N:1]1[S:2][N:3]=[C:4]2[CH:9]=[C:8]([C:10](=[O:17])[C:11]#[C:12][C:13](O)([CH3:15])[CH3:14])[CH:7]=[CH:6][C:5]=12.C(NCC)C.C([OH:25])C. No catalyst specified. The product is [N:1]1[S:2][N:3]=[C:4]2[CH:9]=[C:8]([C:10]3[O:17][C:13]([CH3:14])([CH3:15])[C:12](=[O:25])[CH:11]=3)[CH:7]=[CH:6][C:5]=12. The yield is 0.830. (4) The reactants are [O:1]1[CH2:6][CH2:5][O:4][CH2:3][C@@H:2]1[CH2:7][O:8][N:9]1C(=O)C2C(=CC=CC=2)C1=O.O.NN. The catalyst is CO.ClCCl. The product is [O:1]1[CH2:6][CH2:5][O:4][CH2:3][C@@H:2]1[CH2:7][O:8][NH2:9]. The yield is 0.614. (5) The reactants are [CH:1]1[CH2:6][CH2:5][CH:4]=[CH:3][CH:2]=1.[Cl:7][SiH:8]([Cl:10])[Cl:9]. The catalyst is [Cl-].C([P+](CCCC)(CCCC)CCCC)CCC. The product is [Cl:7][Si:8]([Cl:10])([Cl:9])[C:2]([CH2:3][CH2:4][CH2:5][CH2:6][Si:8]([Cl:10])([Cl:9])[Cl:7])=[CH2:1]. The yield is 0.450. (6) The reactants are [Cl:1][C:2]1[C:19]([Cl:20])=[CH:18][C:5]2[NH:6][C:7]([C:9]3[CH:17]=[CH:16][C:12]([C:13](O)=[O:14])=[CH:11][CH:10]=3)=[N:8][C:4]=2[CH:3]=1.CN(C=O)C.[NH2:26][C:27]1[CH:36]=[CH:35][C:34]([O:37][CH2:38][C:39]([O:41][CH3:42])=[O:40])=[CH:33][C:28]=1[C:29]([O:31][CH3:32])=[O:30].O. The catalyst is O=S(Cl)Cl.CN(C1C=CN=CC=1)C. The product is [Cl:20][C:19]1[C:2]([Cl:1])=[CH:3][C:4]2[NH:8][C:7]([C:9]3[CH:10]=[CH:11][C:12]([C:13]([NH:26][C:27]4[CH:36]=[CH:35][C:34]([O:37][CH2:38][C:39]([O:41][CH3:42])=[O:40])=[CH:33][C:28]=4[C:29]([O:31][CH3:32])=[O:30])=[O:14])=[CH:16][CH:17]=3)=[N:6][C:5]=2[CH:18]=1. The yield is 0.790. (7) The reactants are C(O)(C(F)(F)F)=O.[CH:8]([C:11]1[N:12]=[C:13]([C:16]2[CH:25]=[C:24]([O:26][CH:27]3[CH2:45][CH:44]4[N:29]([C:30](=[O:65])[N:31](CC5C=CC(OC)=CC=5)[CH2:32][CH2:33][CH2:34][CH2:35][CH2:36][CH:37]=[CH:38][CH:39]5[C:41]([C:47]([NH:49][S:50]([CH:53]6[CH2:55][CH2:54]6)(=[O:52])=[O:51])=[O:48])([NH:42][C:43]4=[O:46])[CH2:40]5)[CH2:28]3)[C:23]3[C:18](=[C:19]([CH3:68])[C:20]([O:66][CH3:67])=[CH:21][CH:22]=3)[N:17]=2)[S:14][CH:15]=1)([CH3:10])[CH3:9].O.C([O-])(O)=O.[Na+]. The catalyst is C(Cl)Cl. The product is [CH:8]([C:11]1[N:12]=[C:13]([C:16]2[CH:25]=[C:24]([O:26][CH:27]3[CH2:45][CH:44]4[N:29]([C:30](=[O:65])[NH:31][CH2:32][CH2:33][CH2:34][CH2:35][CH2:36][CH:37]=[CH:38][CH:39]5[C:41]([C:47]([NH:49][S:50]([CH:53]6[CH2:55][CH2:54]6)(=[O:52])=[O:51])=[O:48])([NH:42][C:43]4=[O:46])[CH2:40]5)[CH2:28]3)[C:23]3[C:18](=[C:19]([CH3:68])[C:20]([O:66][CH3:67])=[CH:21][CH:22]=3)[N:17]=2)[S:14][CH:15]=1)([CH3:10])[CH3:9]. The yield is 0.730.